This data is from Forward reaction prediction with 1.9M reactions from USPTO patents (1976-2016). The task is: Predict the product of the given reaction. (1) Given the reactants [OH:1][C:2]1([C:22]2[CH:27]=[CH:26][CH:25]=[C:24]([C:28]([F:31])([F:30])[F:29])[CH:23]=2)[CH2:5][N:4]([C:6]([C:8]2[CH:13]=[CH:12][C:11]([NH:14]C(=O)OC(C)(C)C)=[CH:10][CH:9]=2)=[O:7])[CH2:3]1.Cl, predict the reaction product. The product is: [NH2:14][C:11]1[CH:12]=[CH:13][C:8]([C:6]([N:4]2[CH2:3][C:2]([OH:1])([C:22]3[CH:27]=[CH:26][CH:25]=[C:24]([C:28]([F:31])([F:29])[F:30])[CH:23]=3)[CH2:5]2)=[O:7])=[CH:9][CH:10]=1. (2) Given the reactants [F:1][C:2]1[CH:7]=[CH:6][C:5]([CH2:8][CH2:9][NH2:10])=[CH:4][CH:3]=1.CCN(C(C)C)C(C)C.[Cl:20][CH2:21][C:22](Cl)=[O:23], predict the reaction product. The product is: [Cl:20][CH2:21][C:22]([NH:10][CH2:9][CH2:8][C:5]1[CH:6]=[CH:7][C:2]([F:1])=[CH:3][CH:4]=1)=[O:23].